Dataset: Reaction yield outcomes from USPTO patents with 853,638 reactions. Task: Predict the reaction yield, written as a fraction of the theoretical maximum amount of product (1.0 means a 100% yield; for example, 0.34 means a 34% yield). (1) The reactants are [CH3:1][N:2]1[CH:6]=[CH:5][N:4]=[C:3]1[C:7]([OH:9])=O.CN(C)C=O.C(Cl)(=O)C(Cl)=O.[NH2:21][C:22]1[CH:23]=[C:24]([CH:41]=[CH:42][CH:43]=1)[O:25][C:26]1[CH:27]=[CH:28][C:29]2[N:30]([CH:32]=[C:33]([NH:35][C:36]([CH:38]3[CH2:40][CH2:39]3)=[O:37])[N:34]=2)[N:31]=1. The catalyst is CN(C)C(=O)C.O1CCCC1. The product is [CH:38]1([C:36]([NH:35][C:33]2[N:34]=[C:29]3[CH:28]=[CH:27][C:26]([O:25][C:24]4[CH:23]=[C:22]([NH:21][C:7]([C:3]5[N:2]([CH3:1])[CH:6]=[CH:5][N:4]=5)=[O:9])[CH:43]=[CH:42][CH:41]=4)=[N:31][N:30]3[CH:32]=2)=[O:37])[CH2:39][CH2:40]1. The yield is 0.470. (2) The reactants are [Cl:1][C:2]1[CH:3]=[C:4]([CH2:9][NH2:10])[CH:5]=[CH:6][C:7]=1[Cl:8].[CH2:11]([O:13][CH:14]([O:19][CH2:20][CH3:21])[C:15](=[NH:18])OC)[CH3:12]. The catalyst is CO. The product is [Cl:1][C:2]1[CH:3]=[C:4]([CH:5]=[CH:6][C:7]=1[Cl:8])[CH2:9][NH:10][C:15](=[NH:18])[CH:14]([O:19][CH2:20][CH3:21])[O:13][CH2:11][CH3:12]. The yield is 0.727. (3) The catalyst is CC#N.CN(C)C=O. The yield is 0.720. The product is [F:34][C:31]1[CH:32]=[CH:33][C:28]([CH2:27][NH:26][C:22]([C:10]2[N:11]=[C:12]3[N:17]([C:18](=[O:19])[C:9]=2[O:8][CH2:1][C:2]2[CH:7]=[CH:6][CH:5]=[CH:4][CH:3]=2)[CH2:16][CH2:15][O:14][C:13]3([CH3:20])[CH3:21])=[O:23])=[C:29]([N:35]2[CH2:38][CH2:37][C:36]2=[O:39])[CH:30]=1. The reactants are [CH2:1]([O:8][C:9]1[C:18](=[O:19])[N:17]2[C:12]([C:13]([CH3:21])([CH3:20])[O:14][CH2:15][CH2:16]2)=[N:11][C:10]=1[C:22](O)=[O:23])[C:2]1[CH:7]=[CH:6][CH:5]=[CH:4][CH:3]=1.Cl.[NH2:26][CH2:27][C:28]1[CH:33]=[CH:32][C:31]([F:34])=[CH:30][C:29]=1[N:35]1[CH2:38][CH2:37][C:36]1=[O:39].F[P-](F)(F)(F)(F)F.N1(O[P+](N(C)C)(N(C)C)N(C)C)C2C=CC=CC=2N=N1.C(N(C(C)C)CC)(C)C. (4) The reactants are Cl.[C:2]([N:9]1[CH2:13][CH2:12][CH:11]([OH:14])[CH2:10]1)([O:4][C:5]([CH3:8])([CH3:7])[CH3:6])=[O:3]. The catalyst is CS(C)=O.C(N(CC)CC)C. The product is [C:5]([O:4][C:2]([N:9]1[CH2:13][CH2:12][C:11](=[O:14])[CH2:10]1)=[O:3])([CH3:8])([CH3:6])[CH3:7]. The yield is 0.580. (5) The reactants are [CH3:1][C:2]1([CH3:16])[C:6]([CH3:8])([CH3:7])[O:5][B:4]([C:9]2[CH:10]=[C:11]([CH:13]=[CH:14][CH:15]=2)[NH2:12])[O:3]1.C(N(CC)CC)C.[C:24]([O:27][C:28]([CH3:33])([CH3:32])[C:29](Cl)=[O:30])(=[O:26])[CH3:25]. The catalyst is CN(C)C(=O)C.C(OCC)(=O)C. The product is [C:24]([O:27][C:28]([CH3:33])([CH3:32])[C:29](=[O:30])[NH:12][C:11]1[CH:13]=[CH:14][CH:15]=[C:9]([B:4]2[O:3][C:2]([CH3:16])([CH3:1])[C:6]([CH3:7])([CH3:8])[O:5]2)[CH:10]=1)(=[O:26])[CH3:25]. The yield is 0.830. (6) The reactants are [CH3:1][N:2]1[CH2:6][C@H:5]([C:7]([O:9][CH2:10][C:11]2[CH:16]=[CH:15][CH:14]=[CH:13][CH:12]=2)=[O:8])[NH:4][C:3]1=[O:17].Br[CH2:19][C:20]1[CH:25]=[CH:24][CH:23]=[CH:22][CH:21]=1. The catalyst is O. The product is [CH2:19]([N:4]1[C@@H:5]([C:7]([O:9][CH2:10][C:11]2[CH:16]=[CH:15][CH:14]=[CH:13][CH:12]=2)=[O:8])[CH2:6][N:2]([CH3:1])[C:3]1=[O:17])[C:20]1[CH:25]=[CH:24][CH:23]=[CH:22][CH:21]=1. The yield is 0.310. (7) The reactants are [NH2:1][C:2]1[CH:3]=[CH:4][C:5](Br)=[C:6]([CH:11]=1)[C:7]([O:9][CH3:10])=[O:8].[O:13]1[CH:17]=[CH:16][C:15](B(O)O)=[CH:14]1.C(=O)([O-])[O-].[K+].[K+].Cl. The catalyst is O1CCOCC1.O.C1C=CC([P]([Pd]([P](C2C=CC=CC=2)(C2C=CC=CC=2)C2C=CC=CC=2)([P](C2C=CC=CC=2)(C2C=CC=CC=2)C2C=CC=CC=2)[P](C2C=CC=CC=2)(C2C=CC=CC=2)C2C=CC=CC=2)(C2C=CC=CC=2)C2C=CC=CC=2)=CC=1. The product is [NH2:1][C:2]1[CH:3]=[CH:4][C:5]([C:15]2[CH:16]=[CH:17][O:13][CH:14]=2)=[C:6]([CH:11]=1)[C:7]([O:9][CH3:10])=[O:8]. The yield is 0.530. (8) The product is [F:13][C:12]([F:15])([F:14])[C:9]1[CH:10]=[C:11]2[C:6](=[CH:7][CH:8]=1)[N:5]=[CH:4][CH:3]=[C:2]2[C:24]1[CH2:29][CH2:28][CH:27]([CH2:30][C:31]([O:33][CH2:34][CH3:35])=[O:32])[CH2:26][CH:25]=1. The yield is 0.930. The reactants are Cl[C:2]1[C:11]2[C:6](=[CH:7][CH:8]=[C:9]([C:12]([F:15])([F:14])[F:13])[CH:10]=2)[N:5]=[CH:4][CH:3]=1.CC1(C)C(C)(C)OB([C:24]2[CH2:29][CH2:28][CH:27]([CH2:30][C:31]([O:33][CH2:34][CH3:35])=[O:32])[CH2:26][CH:25]=2)O1.C(=O)([O-])[O-].[K+].[K+].O. The catalyst is O1CCOCC1.C(OCC)(=O)C.C([O-])(O)=O.[Na+].C1C=CC([P]([Pd]([P](C2C=CC=CC=2)(C2C=CC=CC=2)C2C=CC=CC=2)([P](C2C=CC=CC=2)(C2C=CC=CC=2)C2C=CC=CC=2)[P](C2C=CC=CC=2)(C2C=CC=CC=2)C2C=CC=CC=2)(C2C=CC=CC=2)C2C=CC=CC=2)=CC=1. (9) The reactants are [CH2:1]([N:8]1[CH2:13][CH2:12][CH:11]([C:14]2[S:15][CH:16]=[CH:17][CH:18]=2)[CH:10]([C:19](Cl)=[O:20])[CH2:9]1)[C:2]1[CH:7]=[CH:6][CH:5]=[CH:4][CH:3]=1.[Al+3].[Cl-].[Cl-].[Cl-]. The catalyst is C(Cl)Cl. The product is [CH2:1]([N:8]1[CH2:13][CH2:12][CH:11]2[CH:10]([C:19](=[O:20])[C:18]3[CH:17]=[CH:16][S:15][C:14]=32)[CH2:9]1)[C:2]1[CH:7]=[CH:6][CH:5]=[CH:4][CH:3]=1. The yield is 0.680. (10) The reactants are [N:1]([CH2:4][C:5]1[CH:6]=[C:7]([CH:12]=[C:13]([CH2:15][F:16])[CH:14]=1)[C:8](OC)=[O:9])=[N+]=[N-].[H-].[H-].[H-].[H-].[Li+].[Al+3]. The catalyst is C1COCC1. The product is [NH2:1][CH2:4][C:5]1[CH:6]=[C:7]([CH:12]=[C:13]([CH2:15][F:16])[CH:14]=1)[CH2:8][OH:9]. The yield is 0.480.